Task: Regression. Given two drug SMILES strings and cell line genomic features, predict the synergy score measuring deviation from expected non-interaction effect.. Dataset: NCI-60 drug combinations with 297,098 pairs across 59 cell lines (1) Drug 1: CC1=CC=C(C=C1)C2=CC(=NN2C3=CC=C(C=C3)S(=O)(=O)N)C(F)(F)F. Drug 2: COCCOC1=C(C=C2C(=C1)C(=NC=N2)NC3=CC=CC(=C3)C#C)OCCOC.Cl. Cell line: K-562. Synergy scores: CSS=-1.71, Synergy_ZIP=-1.11, Synergy_Bliss=-3.86, Synergy_Loewe=-4.19, Synergy_HSA=-3.89. (2) Drug 1: CN1CCC(CC1)COC2=C(C=C3C(=C2)N=CN=C3NC4=C(C=C(C=C4)Br)F)OC. Synergy scores: CSS=23.9, Synergy_ZIP=-2.71, Synergy_Bliss=1.39, Synergy_Loewe=-4.64, Synergy_HSA=2.92. Drug 2: CC1CCC2CC(C(=CC=CC=CC(CC(C(=O)C(C(C(=CC(C(=O)CC(OC(=O)C3CCCCN3C(=O)C(=O)C1(O2)O)C(C)CC4CCC(C(C4)OC)OCCO)C)C)O)OC)C)C)C)OC. Cell line: NCIH23. (3) Drug 1: CC1=C(C=C(C=C1)NC2=NC=CC(=N2)N(C)C3=CC4=NN(C(=C4C=C3)C)C)S(=O)(=O)N.Cl. Drug 2: CC1CCC2CC(C(=CC=CC=CC(CC(C(=O)C(C(C(=CC(C(=O)CC(OC(=O)C3CCCCN3C(=O)C(=O)C1(O2)O)C(C)CC4CCC(C(C4)OC)O)C)C)O)OC)C)C)C)OC. Cell line: HCT116. Synergy scores: CSS=27.7, Synergy_ZIP=4.16, Synergy_Bliss=7.61, Synergy_Loewe=-10.1, Synergy_HSA=7.02. (4) Drug 1: C1=NC2=C(N=C(N=C2N1C3C(C(C(O3)CO)O)F)Cl)N. Drug 2: C1CN1C2=NC(=NC(=N2)N3CC3)N4CC4. Cell line: A549. Synergy scores: CSS=35.3, Synergy_ZIP=-0.387, Synergy_Bliss=0.336, Synergy_Loewe=-0.302, Synergy_HSA=0.425. (5) Drug 1: CC(C)(C#N)C1=CC(=CC(=C1)CN2C=NC=N2)C(C)(C)C#N. Drug 2: C(CN)CNCCSP(=O)(O)O. Cell line: NCIH23. Synergy scores: CSS=5.49, Synergy_ZIP=4.36, Synergy_Bliss=11.7, Synergy_Loewe=3.29, Synergy_HSA=6.50. (6) Drug 1: CC(C)CN1C=NC2=C1C3=CC=CC=C3N=C2N. Drug 2: C(CN)CNCCSP(=O)(O)O. Cell line: MALME-3M. Synergy scores: CSS=-1.26, Synergy_ZIP=1.28, Synergy_Bliss=0.398, Synergy_Loewe=1.10, Synergy_HSA=-2.70. (7) Drug 1: C1CCN(CC1)CCOC2=CC=C(C=C2)C(=O)C3=C(SC4=C3C=CC(=C4)O)C5=CC=C(C=C5)O. Drug 2: C1CC(=O)NC(=O)C1N2CC3=C(C2=O)C=CC=C3N. Cell line: OVCAR-5. Synergy scores: CSS=0.597, Synergy_ZIP=-0.672, Synergy_Bliss=-0.914, Synergy_Loewe=-1.46, Synergy_HSA=-1.69. (8) Drug 1: CC(C1=C(C=CC(=C1Cl)F)Cl)OC2=C(N=CC(=C2)C3=CN(N=C3)C4CCNCC4)N. Drug 2: C1=CC(=CC=C1CCCC(=O)O)N(CCCl)CCCl. Cell line: SF-295. Synergy scores: CSS=50.1, Synergy_ZIP=-2.90, Synergy_Bliss=-4.48, Synergy_Loewe=-16.4, Synergy_HSA=-2.43. (9) Drug 1: CCC1=CC2CC(C3=C(CN(C2)C1)C4=CC=CC=C4N3)(C5=C(C=C6C(=C5)C78CCN9C7C(C=CC9)(C(C(C8N6C)(C(=O)OC)O)OC(=O)C)CC)OC)C(=O)OC.C(C(C(=O)O)O)(C(=O)O)O. Drug 2: C(CC(=O)O)C(=O)CN.Cl. Cell line: COLO 205. Synergy scores: CSS=13.1, Synergy_ZIP=-4.11, Synergy_Bliss=-9.75, Synergy_Loewe=-20.3, Synergy_HSA=-6.96. (10) Drug 1: CCC(=C(C1=CC=CC=C1)C2=CC=C(C=C2)OCCN(C)C)C3=CC=CC=C3.C(C(=O)O)C(CC(=O)O)(C(=O)O)O. Drug 2: COC1=C2C(=CC3=C1OC=C3)C=CC(=O)O2. Cell line: RPMI-8226. Synergy scores: CSS=7.92, Synergy_ZIP=-1.01, Synergy_Bliss=0.493, Synergy_Loewe=-8.02, Synergy_HSA=-4.63.